From a dataset of Full USPTO retrosynthesis dataset with 1.9M reactions from patents (1976-2016). Predict the reactants needed to synthesize the given product. Given the product [CH:6]([CH2:5][CH:4]([CH:13]([CH3:15])[CH3:14])[C:3]([O:2][CH3:1])=[O:16])=[O:7], predict the reactants needed to synthesize it. The reactants are: [CH3:1][O:2][C:3](=[O:16])[CH:4]([CH:13]([CH3:15])[CH3:14])[CH2:5][CH:6](OCC)[O:7]CC.